From a dataset of Reaction yield outcomes from USPTO patents with 853,638 reactions. Predict the reaction yield, written as a fraction of the theoretical maximum amount of product (1.0 means a 100% yield; for example, 0.34 means a 34% yield). (1) The reactants are [CH:1]1([N:7]([CH3:36])[C:8]2[C:9]([CH3:35])=[C:10]([CH:24]=[C:25]([C:27]3[CH:28]=[N:29][C:30]([CH:33]=O)=[CH:31][CH:32]=3)[CH:26]=2)[C:11]([NH:13][CH2:14][C:15]2[C:16](=[O:23])[NH:17][C:18]([CH3:22])=[CH:19][C:20]=2[CH3:21])=[O:12])[CH2:6][CH2:5][CH2:4][CH2:3][CH2:2]1.[CH3:37][NH:38][CH3:39].C(O)(=O)C.C([BH3-])#N.[Na+]. The catalyst is CO. The product is [CH:1]1([N:7]([CH3:36])[C:8]2[C:9]([CH3:35])=[C:10]([CH:24]=[C:25]([C:27]3[CH:28]=[N:29][C:30]([CH2:33][N:38]([CH3:39])[CH3:37])=[CH:31][CH:32]=3)[CH:26]=2)[C:11]([NH:13][CH2:14][C:15]2[C:16](=[O:23])[NH:17][C:18]([CH3:22])=[CH:19][C:20]=2[CH3:21])=[O:12])[CH2:2][CH2:3][CH2:4][CH2:5][CH2:6]1. The yield is 0.110. (2) The reactants are [C:1]([NH:8][CH2:9][C:10]([OH:12])=O)([O:3][C:4]([CH3:7])([CH3:6])[CH3:5])=[O:2].CCN(C(C)C)C(C)C.C1C=CC2N(O)N=NC=2C=1.CCN=C=NCCCN(C)C.FC(F)(F)C(O)=O.[C:50]1([C:56]2[CH:61]=[C:60]([CH:62]3[CH2:67][CH2:66][NH:65][CH2:64][CH2:63]3)[CH:59]=[CH:58][C:57]=2[NH:68][C:69]([C:71]2[NH:72][CH:73]=[C:74]([C:76]#[N:77])[N:75]=2)=[O:70])[CH2:55][CH2:54][CH2:53][CH2:52][CH:51]=1. The catalyst is C(Cl)Cl. The product is [C:4]([O:3][C:1](=[O:2])[NH:8][CH2:9][C:10]([N:65]1[CH2:66][CH2:67][CH:62]([C:60]2[CH:59]=[CH:58][C:57]([NH:68][C:69]([C:71]3[NH:72][CH:73]=[C:74]([C:76]#[N:77])[N:75]=3)=[O:70])=[C:56]([C:50]3[CH2:55][CH2:54][CH2:53][CH2:52][CH:51]=3)[CH:61]=2)[CH2:63][CH2:64]1)=[O:12])([CH3:5])([CH3:6])[CH3:7]. The yield is 0.470.